From a dataset of Forward reaction prediction with 1.9M reactions from USPTO patents (1976-2016). Predict the product of the given reaction. (1) Given the reactants C([C:3]1[C:4]([N:15]2[CH2:19][CH2:18][C@@H:17]([C:20]3([NH:23][C:24]([O:26][C:27]([CH3:30])([CH3:29])[CH3:28])=[O:25])[CH2:22][CH2:21]3)[CH2:16]2)=[C:5]([O:13][CH3:14])[C:6]([F:12])=[C:7]([CH:11]=1)[C:8]([OH:10])=[O:9])C.[OH-].[Na+].C(O)(=O)CC(CC(O)=O)(C(O)=O)O, predict the reaction product. The product is: [C:27]([O:26][C:24]([NH:23][C:20]1([C@@H:17]2[CH2:18][CH2:19][N:15]([C:4]3[CH:3]=[CH:11][C:7]([C:8]([OH:10])=[O:9])=[C:6]([F:12])[C:5]=3[O:13][CH3:14])[CH2:16]2)[CH2:22][CH2:21]1)=[O:25])([CH3:30])([CH3:29])[CH3:28]. (2) Given the reactants [CH:1]([C:3]1[S:7]/[C:6](=[N:8]\[CH3:9])/[N:5]([CH3:10])[C:4]=1[CH2:11][N:12]1[CH2:17][CH2:16][N:15]([C:18]([O:20][C:21]([CH3:24])([CH3:23])[CH3:22])=[O:19])[CH2:14][CH2:13]1)=O.[NH:25]1[CH2:30][CH2:29][O:28][CH2:27][CH2:26]1.C(=O)([O-])[O-].[K+].[K+], predict the reaction product. The product is: [CH3:10][N:5]1[C:4]([CH2:11][N:12]2[CH2:13][CH2:14][N:15]([C:18]([O:20][C:21]([CH3:22])([CH3:23])[CH3:24])=[O:19])[CH2:16][CH2:17]2)=[C:3]([CH2:1][N:25]2[CH2:30][CH2:29][O:28][CH2:27][CH2:26]2)[S:7]/[C:6]/1=[N:8]\[CH3:9].